From a dataset of Experimentally validated miRNA-target interactions with 360,000+ pairs, plus equal number of negative samples. Binary Classification. Given a miRNA mature sequence and a target amino acid sequence, predict their likelihood of interaction. (1) The miRNA is mmu-miR-3470a with sequence UCACUUUGUAGACCAGGCUGG. The protein sequence of the target gene is MSTSFPELDLENFEYDDSAEACYLGDIVAFGTIFLSVFYALVFTFGLVGNLLVVLALTNSRKPKSITDIYLLNLALSDLLFVATLPFWTHYLISHEGLHNAMCKLTTAFFFIGFFGGIFFITVISIDRYLAIVLAANSMNNRTVQHGVTISLGVWAAAILVASPQFMFTKRKDNECLGDYPEVLQEMWPVLRNSEVNILGFALPLLIMSFCYFRIIQTLFSCKNRKKARAVRLILLVVFAFFLFWTPYNIMIFLETLKFYNFFPSCDMKRDLRLALSVTETVAFSHCCLNPFIYAFAGEK.... Result: 1 (interaction). (2) The miRNA is hsa-miR-363-5p with sequence CGGGUGGAUCACGAUGCAAUUU. The protein sequence of the target gene is MATTLGSGERWTQAYIDAIRRNKYPEDKRPDSHDPCGCCNCMKAQKEKKSENEWNQTRQGEGNATYTEEQLRGVQRIKKCRNYYDILGVSHNASDEELKKAYKKLALKFHPDKNCAPGATEAFKAIGNAFAVLSNPDKRLRYDEYGDEQVTFTVPRARSYHYYKDFEADISPEELFNVFFGGHFPSGNIHMFSNVTDDSQYYRRRHRHERTQTHKREEDKSQTPYSAFVQLLPVLVIVTISVITQLLAANPPYSLFYKSTLGYTISRETQNLQVPYFVDKNFDKAYRGASLRDLEKTIEK.... Result: 0 (no interaction). (3) The miRNA is rno-miR-92b-3p with sequence UAUUGCACUCGUCCCGGCCUCC. Result: 0 (no interaction). The protein sequence of the target gene is MDDSKVVGGKVKKPGKRGRKPAKIDLKAKLERSRQSARECRARKKLRYQYLEELVSSRERAICALREELEMYKQWCMAMDQGKIPSEIRALLTGEEQSKPQQNSSRHPKAGKTDANTNSLVGN. (4) The miRNA is hsa-miR-3155a with sequence CCAGGCUCUGCAGUGGGAACU. The protein sequence of the target gene is MVSNPVHGLPFLPGTSFKDSTKTAFHRSQTLSYRNGYAIVRRPTVGIGGDRLQFNQLSQAELDELASKAPVLTYGQPKQAPPADFIPAHVAFDKKVLKFDAYFQEDVPMSTEEQYRIRQVNIYYYLEDDSMSVIEPVVENSGILQGKLIKRQRLAKNDRGDHYHWKDLNRGINITIYGKTFRVVDCDQFTQVFLESQGIELNPPEKMALDPYTELRKQPLRKYVTPSDFDQLKQFLTFDKQVLRFYAIWDDTDSMYGECRTYIIHYYLMDDTVEIREVHERNDGRDPFPLLMNRQRVPKV.... Result: 1 (interaction). (5) The miRNA is hsa-miR-29b-2-5p with sequence CUGGUUUCACAUGGUGGCUUAG. The protein sequence of the target gene is MPDTMLPACFLGLLAFSSACYFQNCPRGGKRAMSDLELRQCLPCGPGGKGRCFGPSICCADELGCFVGTAEALRCQEENYLPSPCQSGQKACGSGGRCAAFGVCCNDESCVTEPECREGFHRRARASDRSNATQLDGPAGALLLRLVQLAGAPEPFEPAQPDAY. Result: 0 (no interaction). (6) The miRNA is rno-miR-221-3p with sequence AGCUACAUUGUCUGCUGGGUUUC. The protein sequence of the target gene is MDTSSVGGLELTDQTPVLLGSTAMATSLTNVGNSFSGPANPLVSRSNKFQNSSVEDDDDVVFIEPVQPPPPSVPVVADQRTITFTSSKNEELQGNDSKITPSSKELASQKGSVSETIVIDDEEDMETNQGQEKNSSNFIERRPPETKNRTNDVDFSTSSFSRSKVNAGMGNSGITTEPDSEIQIANVTTLETGVSSVNDGQLENTDGRDMNLMITHVTSLQNTNLGDVSNGLQSSNFGVNIQTYTPSLTSQTKTGVGPFNPGRMNVAGDVFQNGESATHHNPDSWISQSASFPRNQKQPG.... Result: 0 (no interaction). (7) The miRNA is rno-miR-500-3p with sequence AAUGCACCUGGGCAAGGGUUCA. The protein sequence of the target gene is MAELGLNEHHQNEVINYMRFARSKRGLRLKTVDSCFQDLKDSRLVEETFTIDEVSEVLNGLQAVVHSEVESELINTAYTNVLLLRQLFSQAEKWYLKLQTDISELENRELLEQVAEFEKAEFVSSSKKPIIDITKPKLVPINEGGTTELLNKEILRLQQENEKLKSRLKTIEIQAVNALDEKSKLERVLQDLQLDQENQQDLLKAQDLDDLENTVATLRSEFQKTLNDKTENQKSLEENLAAAKHDLLRVQEQLSMAEKELEKKFQQTAAYRNMKEILTKKNDQIKDLRKRLAKYESED. Result: 0 (no interaction). (8) The miRNA is hsa-miR-188-3p with sequence CUCCCACAUGCAGGGUUUGCA. The protein sequence of the target gene is MAALTLRGVRELLKRVDLATVPRRHRYKKKWAATEPKFPAVRLALQNFDMTYSVQFGDLWPSIRVSLLSEQKYGALVNNFAAWDHVSAKLEQLSAKDFVNEAISHWELQSEGGQSAAPSPASWACSPNLRCFTFDRGDISRFPPARPGSLGVMEYYLMDAASLLPVLALGLQPGDIVLDLCAAPGGKTLALLQTGCCRNLAANDLSPSRIARLQKILHSYVPEEIRDGNQVRVTSWDGRKWGELEGDTYDRVLVDVPCTTDRHSLHEEENNIFKRSRKKERQILPVLQVQLLAAGLLATK.... Result: 1 (interaction). (9) The miRNA is hsa-miR-4287 with sequence UCUCCCUUGAGGGCACUUU. The protein sequence of the target gene is MHCGLLEEPDMDSTESWIERCLNESENKRYSSHTSLGNVSNDENEEKENNRASKPHSTPATLQWLEENYEIAEGVCIPRSALYMHYLDFCEKNDTQPVNAASFGKIIRQQFPQLTTRRLGTRGQSKYHYYGIAVKESSQYYDVMYSKKGAAWVSETGKREVTKQTVAYSPRSKLGTLLPDFPNVKDLNLPASLPEEKVSTFIMMYRTHCQRILDTVIRANFDEVQSFLLHFWQGMPPHMLPVLGSSTVVNIVGVCDSILYKAISGVLMPTVLQALPDSLTQVIRKFAKQLDEWLKVALHD.... Result: 0 (no interaction). (10) The miRNA is hsa-miR-4455 with sequence AGGGUGUGUGUGUUUUU. The protein sequence of the target gene is MALPLLPGNSFNRNVGKEKFHKSQHWGFCNNVMMLVSDEKPGIGGEPLLGQKIKPKCSIYPKGDGSDVPSWVAFDKQVLSFDAYLEEEVLDKSQTNYRIRYYKIYFYPEDDTIQVNEPEVKNSGLLQGTSIRRHRITLPPPDEDQFYTVYHFNVGTEVVFYGRTFKIYDCDAFTRNFLRKIGVKVNPPVQCPEDPYMKIRREVVEHVEPLRPYESLDTLKQFLQYHGKILCFFCLWDDSVSMFGDRRELILHYFLCDDTIEIKELLPHSSGRDALKMFLRRSKLPKNCPPRVYQPGQITD.... Result: 1 (interaction).